Dataset: Full USPTO retrosynthesis dataset with 1.9M reactions from patents (1976-2016). Task: Predict the reactants needed to synthesize the given product. (1) The reactants are: [N:1]([C@@H:4]1[C@H:9]([N:10]=[N+]=[N-])[CH2:8][CH2:7][CH2:6][C@@H:5]1[O:13][CH2:14][C:15]1[CH:20]=[CH:19][CH:18]=[CH:17][CH:16]=1)=[N+]=[N-]. Given the product [CH2:14]([O:13][C@H:5]1[CH2:6][CH2:7][CH2:8][C@@H:9]([NH2:10])[C@H:4]1[NH2:1])[C:15]1[CH:16]=[CH:17][CH:18]=[CH:19][CH:20]=1, predict the reactants needed to synthesize it. (2) Given the product [F:1][C:2]1[CH:3]=[CH:4][CH:5]=[C:6]2[C:10]=1[N:9]([C:13]([O:15][C:16]([CH3:19])([CH3:18])[CH3:17])=[O:14])[CH:8]=[C:7]2[CH:11]=[O:12].[F:1][C:2]1[CH:3]=[CH:4][CH:5]=[C:6]2[C:10]=1[NH:9][CH:8]=[C:7]2[C:11](=[O:12])[CH:10]([NH:9][C:8]1[CH:7]=[CH:6][CH:26]=[C:24]([O:23][CH3:21])[CH:27]=1)[C:29]1[CH:28]=[N:30][CH:2]=[CH:3][CH:4]=1, predict the reactants needed to synthesize it. The reactants are: [F:1][C:2]1[CH:3]=[CH:4][CH:5]=[C:6]2[C:10]=1[NH:9][CH:8]=[C:7]2[CH:11]=[O:12].[C:13](O[C:21]([O:23][C:24]([CH3:27])([CH3:26])C)=O)([O:15][C:16]([CH3:19])([CH3:18])[CH3:17])=[O:14].[C:28](#[N:30])[CH3:29].